From a dataset of Peptide-MHC class II binding affinity with 134,281 pairs from IEDB. Regression. Given a peptide amino acid sequence and an MHC pseudo amino acid sequence, predict their binding affinity value. This is MHC class II binding data. (1) The peptide sequence is GPDYKRPGVSKKFLS. The MHC is DRB1_0101 with pseudo-sequence DRB1_0101. The binding affinity (normalized) is 0.483. (2) The peptide sequence is MANSRAFALVLLFCA. The MHC is HLA-DQA10401-DQB10402 with pseudo-sequence HLA-DQA10401-DQB10402. The binding affinity (normalized) is 0.389. (3) The peptide sequence is QPWEPLQLHVDKAVS. The MHC is DRB1_0401 with pseudo-sequence DRB1_0401. The binding affinity (normalized) is 0.338. (4) The peptide sequence is ELFVAAYVPYVAWLV. The MHC is DRB5_0101 with pseudo-sequence DRB5_0101. The binding affinity (normalized) is 0.606. (5) The MHC is DRB5_0101 with pseudo-sequence DRB5_0101. The peptide sequence is VLRTKLMTSRRVLER. The binding affinity (normalized) is 0.821. (6) The peptide sequence is EKKYFAETQFEPLAA. The MHC is HLA-DPA10201-DPB11401 with pseudo-sequence HLA-DPA10201-DPB11401. The binding affinity (normalized) is 0.713. (7) The peptide sequence is EEGSRAYRNALSMMP. The MHC is DRB1_0404 with pseudo-sequence DRB1_0404. The binding affinity (normalized) is 0.526.